This data is from Full USPTO retrosynthesis dataset with 1.9M reactions from patents (1976-2016). The task is: Predict the reactants needed to synthesize the given product. Given the product [C:50]([O:53][CH2:54][O:39][N:38]1[C:34]2[CH:33]=[C:32]([C:30]([NH:29][C@H:22]([CH2:21][C:18]3[CH:17]=[CH:16][C:15]([C:11]4[CH:12]=[CH:13][CH:14]=[C:9]([Cl:8])[CH:10]=4)=[CH:20][CH:19]=3)[CH2:23][C@@H:24]([OH:28])[C:25]([OH:27])=[O:26])=[O:31])[CH:41]=[CH:40][C:35]=2[N:36]=[N:37]1)(=[O:52])[CH3:51], predict the reactants needed to synthesize it. The reactants are: Cl.O1CCOCC1.[Cl:8][C:9]1[CH:10]=[C:11]([C:15]2[CH:20]=[CH:19][C:18]([CH2:21][C@@H:22]([NH:29][C:30]([C:32]3[CH:41]=[CH:40][C:35]4[N:36]=[N:37][N:38]([OH:39])[C:34]=4[CH:33]=3)=[O:31])[CH2:23][C@@H:24]([OH:28])[C:25]([OH:27])=[O:26])=[CH:17][CH:16]=2)[CH:12]=[CH:13][CH:14]=1.C(O)C1C=CC=CC=1.[C:50]([O:53][CH2:54]Br)(=[O:52])[CH3:51].C([O-])([O-])=O.[K+].[K+].CN(C=O)C.CO.